The task is: Predict the product of the given reaction.. This data is from Forward reaction prediction with 1.9M reactions from USPTO patents (1976-2016). (1) The product is: [CH2:36]([O:1][C:2]1[C:7]([C:8]([O:10][CH2:11][CH3:12])=[O:9])=[CH:6][N:5]=[C:4]([N:13]2[CH:17]=[CH:16][CH:15]=[N:14]2)[N:3]=1)[C:37]1[CH:42]=[CH:41][CH:40]=[CH:39][CH:38]=1. Given the reactants [OH:1][C:2]1[C:7]([C:8]([O:10][CH2:11][CH3:12])=[O:9])=[CH:6][N:5]=[C:4]([N:13]2[CH:17]=[CH:16][CH:15]=[N:14]2)[N:3]=1.[Na].OC1C(C(OCC)=O)=CN=C(N2C=CC=N2)N=1.[CH2:36](Cl)[C:37]1[CH:42]=[CH:41][CH:40]=[CH:39][CH:38]=1.CCN(CC)CC, predict the reaction product. (2) Given the reactants [N:1]12CCCN=C1CCCCC2.Cl.NC[C:15]1[CH:23]=[CH:22][CH:21]=[C:20]2[C:16]=1[C:17](=O)[N:18](C1CCC(=O)NC1=O)[C:19]2=[O:24].C(N=C=O)C1C=CC=CC=1, predict the reaction product. The product is: [CH2:17]([NH:18][C:19]([NH2:1])=[O:24])[C:16]1[CH:20]=[CH:21][CH:22]=[CH:23][CH:15]=1. (3) Given the reactants N#N.[Br:3][C:4]1[S:5][C:6]([C:9](=[O:11])[CH3:10])=[CH:7][N:8]=1.[CH2:12](O)[CH2:13][OH:14].COC(OC)OC, predict the reaction product. The product is: [Br:3][C:4]1[S:5][C:6]([C:9]2([CH3:10])[O:14][CH2:13][CH2:12][O:11]2)=[CH:7][N:8]=1. (4) Given the reactants [CH3:1][C:2]1[N:3](C2CCCCO2)[N:4]=[C:5]2[C:14]3[CH:13]=[C:12]4[CH2:15][CH2:16][C:17](=[O:19])[CH2:18][C:11]4=[CH:10][C:9]=3[N:8]([CH2:20][CH2:21][CH2:22][NH:23]C(=O)OC(C)(C)C)[C:7](=[O:31])[C:6]=12.FC(F)(F)C(O)=O, predict the reaction product. The product is: [NH2:23][CH2:22][CH2:21][CH2:20][N:8]1[C:9]2[CH:10]=[C:11]3[CH2:18][C:17](=[O:19])[CH2:16][CH2:15][C:12]3=[CH:13][C:14]=2[C:5]2=[N:4][NH:3][C:2]([CH3:1])=[C:6]2[C:7]1=[O:31]. (5) Given the reactants Br[C:2]1[CH:3]=[C:4]([CH2:16][N:17]([CH3:25])[C:18](=[O:24])[O:19][C:20]([CH3:23])([CH3:22])[CH3:21])[S:5][C:6]=1[S:7][C:8]1[CH:13]=[CH:12][CH:11]=[C:10]([O:14][CH3:15])[CH:9]=1.[F:26][C:27]1[CH:32]=[CH:31][CH:30]=[CH:29][C:28]=1B(O)O.C(=O)([O-])[O-].[Na+].[Na+], predict the reaction product. The product is: [F:26][C:27]1[CH:32]=[CH:31][CH:30]=[CH:29][C:28]=1[C:2]1[CH:3]=[C:4]([CH2:16][N:17]([CH3:25])[C:18](=[O:24])[O:19][C:20]([CH3:23])([CH3:22])[CH3:21])[S:5][C:6]=1[S:7][C:8]1[CH:13]=[CH:12][CH:11]=[C:10]([O:14][CH3:15])[CH:9]=1. (6) The product is: [CH2:1]([O:8][C:9]1[CH:16]=[C:15]([N:17]([CH2:23][CH2:24][CH2:25][CH3:26])[CH2:18][CH2:19][CH2:20][CH2:21][O:22][Si:36]([C:32]([CH3:35])([CH3:34])[CH3:33])([C:43]2[CH:44]=[CH:45][CH:46]=[CH:47][CH:48]=2)[C:37]2[CH:42]=[CH:41][CH:40]=[CH:39][CH:38]=2)[CH:14]=[CH:13][C:10]=1[CH:11]=[O:12])[C:2]1[CH:3]=[CH:4][CH:5]=[CH:6][CH:7]=1. Given the reactants [CH2:1]([O:8][C:9]1[CH:16]=[C:15]([N:17]([CH2:23][CH2:24][CH2:25][CH3:26])[CH2:18][CH2:19][CH2:20][CH2:21][OH:22])[CH:14]=[CH:13][C:10]=1[CH:11]=[O:12])[C:2]1[CH:7]=[CH:6][CH:5]=[CH:4][CH:3]=1.N1C=CN=C1.[C:32]([Si:36](Cl)([C:43]1[CH:48]=[CH:47][CH:46]=[CH:45][CH:44]=1)[C:37]1[CH:42]=[CH:41][CH:40]=[CH:39][CH:38]=1)([CH3:35])([CH3:34])[CH3:33].O, predict the reaction product. (7) Given the reactants [CH2:1]([O:5][C:6]1[N:14]=[C:13]2[C:9]([N:10]=[CH:11][N:12]2[CH:15]2[CH2:20][CH2:19][CH2:18][CH2:17][O:16]2)=[C:8]([NH2:21])[N:7]=1)[CH2:2][CH2:3][CH3:4].[Br:22]NC(=O)CCC(N)=O, predict the reaction product. The product is: [Br:22][C:11]1[N:12]([CH:15]2[CH2:20][CH2:19][CH2:18][CH2:17][O:16]2)[C:13]2[C:9]([N:10]=1)=[C:8]([NH2:21])[N:7]=[C:6]([O:5][CH2:1][CH2:2][CH2:3][CH3:4])[N:14]=2.